From a dataset of Forward reaction prediction with 1.9M reactions from USPTO patents (1976-2016). Predict the product of the given reaction. Given the reactants [N:1](=[C:3]1[CH2:8][CH2:7][C@H:6]2[C@H:9]3[C@H:19]([CH2:20][CH2:21][C@:4]12[CH3:5])[C@:17]1([CH3:18])[C:12]([CH2:13][C@@H:14]([OH:22])[CH2:15][CH2:16]1)=[CH:11][CH2:10]3)[OH:2].C1(N=C=NC2CCCCC2)CCCCC1.[Cl:38][C:39]1[CH:47]=[CH:46][C:42]([C:43](O)=[O:44])=[CH:41][CH:40]=1, predict the reaction product. The product is: [Cl:38][C:39]1[CH:47]=[CH:46][C:42]([C:43]([O:22][C@H:14]2[CH2:15][CH2:16][C@@:17]3([CH3:18])[C:12](=[CH:11][CH2:10][C@@H:9]4[C@@H:19]3[CH2:20][CH2:21][C@@:4]3([CH3:5])[C@H:6]4[CH2:7][CH2:8][C:3]3=[N:1][OH:2])[CH2:13]2)=[O:44])=[CH:41][CH:40]=1.